The task is: Predict the reaction yield, written as a fraction of the theoretical maximum amount of product (1.0 means a 100% yield; for example, 0.34 means a 34% yield).. This data is from Reaction yield outcomes from USPTO patents with 853,638 reactions. (1) The reactants are [OH:1][NH2:2].C([O:5][C:6](=O)[CH2:7][CH2:8][CH2:9][CH2:10][CH2:11][CH2:12][N:13]([C:20]1[CH:25]=[CH:24][C:23]([O:26][CH2:27][C:28]2[CH:33]=[CH:32][CH:31]=[CH:30][CH:29]=2)=[CH:22][N:21]=1)[C:14]1[CH:19]=[CH:18][CH:17]=[CH:16][N:15]=1)C. The catalyst is CN(C=O)C.CO. The product is [CH2:27]([O:26][C:23]1[CH:24]=[CH:25][C:20]([N:13]([C:14]2[CH:19]=[CH:18][CH:17]=[CH:16][N:15]=2)[CH2:12][CH2:11][CH2:10][CH2:9][CH2:8][CH2:7][C:6]([NH:2][OH:1])=[O:5])=[N:21][CH:22]=1)[C:28]1[CH:29]=[CH:30][CH:31]=[CH:32][CH:33]=1. The yield is 0.740. (2) The reactants are C[Si]1(C)[CH2:14][N:12]2[C:13]3[C:4](=[CH:5][CH:6]=[N:7][C:8]=3[CH:9]=[CH:10][C:11]2=[O:15])[O:3]1.CO.[F-].[Cs+]. The catalyst is O1C=COC=C1. The product is [OH:3][C:4]1[CH:5]=[CH:6][N:7]=[C:8]2[C:13]=1[N:12]([CH3:14])[C:11](=[O:15])[CH:10]=[CH:9]2. The yield is 0.680. (3) The reactants are [H-].[Na+].[CH2:3]([OH:7])[CH2:4][CH2:5][OH:6].Cl[C:9]1[CH:16]=[CH:15][C:12]([C:13]#[N:14])=[CH:11][N:10]=1.O. The catalyst is CN(C=O)C. The product is [OH:6][CH2:5][CH2:4][CH2:3][O:7][C:9]1[CH:16]=[CH:15][C:12]([C:13]#[N:14])=[CH:11][N:10]=1. The yield is 0.830. (4) The reactants are Cl.[CH3:2][C:3]([CH2:14][C:15]1[CH:20]=[CH:19][N:18]=[CH:17][CH:16]=1)(C(OCC)=O)[C:4]([O:6]CC)=[O:5]. No catalyst specified. The product is [CH3:2][CH:3]([CH2:14][C:15]1[CH:20]=[CH:19][N:18]=[CH:17][CH:16]=1)[C:4]([OH:6])=[O:5]. The yield is 0.820. (5) The reactants are Br[C:2]1[C:11]2[CH2:10][CH2:9][CH2:8][C:7]3([O:16][CH2:15][C:14]([CH3:18])([CH3:17])[CH2:13][O:12]3)[C:6]=2[CH:5]=[N:4][CH:3]=1.[Cl:19][C:20]1[CH:21]=[C:22]2[C:26](=[CH:27][CH:28]=1)[C:25](=[O:29])[NH:24][CH2:23]2.C([O-])([O-])=O.[Cs+].[Cs+]. The catalyst is O1CCOCC1.O.[Cu]I. The product is [Cl:19][C:20]1[CH:21]=[C:22]2[C:26](=[CH:27][CH:28]=1)[C:25](=[O:29])[N:24]([C:2]1[C:11]3[CH2:10][CH2:9][CH2:8][C:7]4([O:16][CH2:15][C:14]([CH3:18])([CH3:17])[CH2:13][O:12]4)[C:6]=3[CH:5]=[N:4][CH:3]=1)[CH2:23]2. The yield is 0.860. (6) The reactants are P(Cl)(Cl)(Cl)=O.[C:6]([C:9]1[CH:10]=[CH:11][C:12]([O:18][CH2:19][C:20]2[CH:25]=[CH:24][CH:23]=[CH:22][CH:21]=2)=[C:13]([CH:17]=1)[C:14]([OH:16])=O)(=[O:8])[CH3:7].[F:26][C:27]([F:40])([F:39])[C:28]1[CH:29]=[C:30]([CH:32]=[C:33]([C:35]([F:38])([F:37])[F:36])[CH:34]=1)[NH2:31].N1C=CC=CC=1.Cl. The catalyst is O1CCCC1.ClCCl. The product is [C:6]([C:9]1[CH:10]=[CH:11][C:12]([O:18][CH2:19][C:20]2[CH:25]=[CH:24][CH:23]=[CH:22][CH:21]=2)=[C:13]([CH:17]=1)[C:14]([NH:31][C:30]1[CH:32]=[C:33]([C:35]([F:36])([F:37])[F:38])[CH:34]=[C:28]([C:27]([F:26])([F:39])[F:40])[CH:29]=1)=[O:16])(=[O:8])[CH3:7]. The yield is 0.631. (7) The reactants are [N+:1]([C:4]1[CH:9]=[CH:8][C:7]([CH3:10])=[C:6](Br)[C:5]=1[OH:12])([O-:3])=[O:2].[CH2:13]([N:15](CC)CC)C.CN(C1C=CC=CN=1)C.[Cu]C#N. The catalyst is CN(C)C=O. The product is [N+:1]([C:4]1[CH:9]=[CH:8][C:7]([CH3:10])=[C:6]([C:13]#[N:15])[C:5]=1[OH:12])([O-:3])=[O:2]. The yield is 0.910.